This data is from Reaction yield outcomes from USPTO patents with 853,638 reactions. The task is: Predict the reaction yield, written as a fraction of the theoretical maximum amount of product (1.0 means a 100% yield; for example, 0.34 means a 34% yield). (1) The reactants are C([O:5][C:6](=[O:37])[CH2:7][C:8]([O:10][C@H:11]([C:22]1[CH:27]=[CH:26][C:25]([O:28][CH:29]([F:31])[F:30])=[C:24]([O:32][CH2:33][CH:34]2[CH2:36][CH2:35]2)[CH:23]=1)[CH2:12][C:13]1[C:18]([Cl:19])=[CH:17][N+:16]([O-:20])=[CH:15][C:14]=1[Cl:21])=[O:9])(C)(C)C.C(O)(C(F)(F)F)=O. The catalyst is C(Cl)Cl. The product is [C:6]([CH2:7][C:8]([O:10][C@H:11]([C:22]1[CH:27]=[CH:26][C:25]([O:28][CH:29]([F:31])[F:30])=[C:24]([O:32][CH2:33][CH:34]2[CH2:35][CH2:36]2)[CH:23]=1)[CH2:12][C:13]1[C:18]([Cl:19])=[CH:17][N+:16]([O-:20])=[CH:15][C:14]=1[Cl:21])=[O:9])([OH:37])=[O:5]. The yield is 1.00. (2) The reactants are I[C:2]1[CH:3]=[C:4]2[C:8](=[CH:9][CH:10]=1)[N:7]([Si:11]([CH:18]([CH3:20])[CH3:19])([CH:15]([CH3:17])[CH3:16])[CH:12]([CH3:14])[CH3:13])[N:6]=[CH:5]2.C([Li])CCC.[C:26]([C:28]1[CH:35]=[CH:34][CH:33]=[CH:32][C:29]=1[CH:30]=[O:31])#[N:27]. The catalyst is O1CCCC1. The product is [OH:31][CH:30]([C:2]1[CH:3]=[C:4]2[C:8](=[CH:9][CH:10]=1)[N:7]([Si:11]([CH:12]([CH3:14])[CH3:13])([CH:18]([CH3:20])[CH3:19])[CH:15]([CH3:16])[CH3:17])[N:6]=[CH:5]2)[C:29]1[CH:32]=[CH:33][CH:34]=[CH:35][C:28]=1[C:26]#[N:27]. The yield is 0.0900. (3) The reactants are [CH2:1]([N:3]1[C:7]([N:8]2[CH2:14][CH2:13][CH2:12][CH:11]([NH:15][C:16](=[O:21])[C:17]([F:20])([F:19])[F:18])[CH2:10][CH2:9]2)=[C:6]([N+:22]([O-])=O)[CH:5]=[N:4]1)[CH3:2].[C:25]([O:29][C:30]([NH:32][C:33]1[S:37][C:36]([C:38]2[C:43]([F:44])=[CH:42][CH:41]=[CH:40][C:39]=2[F:45])=[N:35][C:34]=1[C:46](O)=[O:47])=[O:31])([CH3:28])([CH3:27])[CH3:26].CN(C(ON1N=NC2C=CC=NC1=2)=[N+](C)C)C.F[P-](F)(F)(F)(F)F.CCN(C(C)C)C(C)C. The catalyst is CO.C(Cl)Cl.[Pd].O. The product is [F:45][C:39]1[CH:40]=[CH:41][CH:42]=[C:43]([F:44])[C:38]=1[C:36]1[S:37][C:33]([NH:32][C:30](=[O:31])[O:29][C:25]([CH3:27])([CH3:26])[CH3:28])=[C:34]([C:46](=[O:47])[NH:22][C:6]2[CH:5]=[N:4][N:3]([CH2:1][CH3:2])[C:7]=2[N:8]2[CH2:14][CH2:13][CH2:12][CH:11]([NH:15][C:16](=[O:21])[C:17]([F:20])([F:19])[F:18])[CH2:10][CH2:9]2)[N:35]=1. The yield is 0.680. (4) The reactants are [CH3:1][NH:2][C:3]1[CH:8]=[CH:7][CH:6]=[CH:5][CH:4]=1.[Cl:9][C:10]1[CH:11]=[C:12]([CH2:18][CH2:19][C:20]2([CH:30]3[CH2:34][CH2:33][CH2:32][CH2:31]3)[O:25][C:24](=[O:26])C(=[N+]=[N-])[C:22](=[O:29])[CH2:21]2)[CH:13]=[CH:14][C:15]=1[O:16][CH3:17].[C:35]1(C)C=CC=CC=1. The catalyst is C([O-])(=O)C.[Rh+2].C([O-])(=O)C. The product is [Cl:9][C:10]1[CH:11]=[C:12]([CH2:18][CH2:19][C:20]2([CH:30]3[CH2:31][CH2:32][CH2:33][CH2:34]3)[O:25][C:24](=[O:26])[C:1]([N:2]([CH3:35])[C:3]3[CH:8]=[CH:7][CH:6]=[CH:5][CH:4]=3)=[C:22]([OH:29])[CH2:21]2)[CH:13]=[CH:14][C:15]=1[O:16][CH3:17]. The yield is 0.290.